This data is from Full USPTO retrosynthesis dataset with 1.9M reactions from patents (1976-2016). The task is: Predict the reactants needed to synthesize the given product. Given the product [Cl:1][C:2]1[CH:7]=[CH:6][C:5]2[O:8][CH:10]([CH2:11][OH:20])[CH2:9][C:4]=2[CH:3]=1, predict the reactants needed to synthesize it. The reactants are: [Cl:1][C:2]1[CH:7]=[CH:6][C:5]([OH:8])=[C:4]([CH2:9][CH:10]=[CH2:11])[CH:3]=1.C1C=C(Cl)C=C(C(OO)=[O:20])C=1.C(=O)([O-])[O-].[K+].[K+].